This data is from Full USPTO retrosynthesis dataset with 1.9M reactions from patents (1976-2016). The task is: Predict the reactants needed to synthesize the given product. (1) Given the product [F:1][C:2]1[CH:7]=[CH:6][CH:5]=[C:4]2[C:3]=1[CH2:11][C:12](=[O:14])[NH:8]2, predict the reactants needed to synthesize it. The reactants are: [F:1][C:2]1[CH:7]=[CH:6][CH:5]=[C:4]([N+:8]([O-])=O)[C:3]=1[CH2:11][C:12]([OH:14])=O. (2) Given the product [OH:20][N:19]=[C:2]1[CH2:7][CH2:6][O:5][CH:4]([C:8]2[CH:9]=[C:10]([CH:15]=[CH:16][CH:17]=2)[C:11]([O:13][CH3:14])=[O:12])[CH2:3]1, predict the reactants needed to synthesize it. The reactants are: O=[C:2]1[CH2:7][CH2:6][O:5][CH:4]([C:8]2[CH:9]=[C:10]([CH:15]=[CH:16][CH:17]=2)[C:11]([O:13][CH3:14])=[O:12])[CH2:3]1.Cl.[NH2:19][OH:20].C([O-])(=O)C.[Na+].